From a dataset of Reaction yield outcomes from USPTO patents with 853,638 reactions. Predict the reaction yield, written as a fraction of the theoretical maximum amount of product (1.0 means a 100% yield; for example, 0.34 means a 34% yield). (1) The reactants are [O:1]=[C:2]1[N:6]([C:7]2[CH:8]=[CH:9][C:10]3[CH2:16][CH2:15][CH2:14][CH2:13][CH2:12][C:11]=3[CH:17]=2)[CH2:5][CH:4]([CH2:18][NH:19][C:20](=[O:22])[CH3:21])[O:3]1.C(O)(=[O:25])C. The catalyst is C(OC(=O)C)(=O)C.O.[O-2].[O-2].[O-2].[Cr+6]. The product is [O:1]=[C:2]1[N:6]([C:7]2[CH:8]=[CH:9][C:10]3[C:16](=[O:25])[CH2:15][CH2:14][CH2:13][CH2:12][C:11]=3[CH:17]=2)[CH2:5][CH:4]([CH2:18][NH:19][C:20](=[O:22])[CH3:21])[O:3]1. The yield is 0.140. (2) The catalyst is CN(C=O)C.CCOC(C)=O. The yield is 0.640. The reactants are [Cl:1][C:2]1[CH:10]=[C:9]2[C:5]([C:6]([CH:11]3[CH2:16][CH2:15][NH:14][CH2:13][CH2:12]3)=[CH:7][NH:8]2)=[CH:4][CH:3]=1.[C:17](O[C:17]([O:19][C:20]([CH3:23])([CH3:22])[CH3:21])=[O:18])([O:19][C:20]([CH3:23])([CH3:22])[CH3:21])=[O:18]. The product is [C:20]([O:19][C:17]([N:14]1[CH2:15][CH2:16][CH:11]([C:6]2[C:5]3[C:9](=[CH:10][C:2]([Cl:1])=[CH:3][CH:4]=3)[NH:8][CH:7]=2)[CH2:12][CH2:13]1)=[O:18])([CH3:23])([CH3:22])[CH3:21]. (3) The product is [NH2:8][C:7]1[NH:6][C:5](=[O:9])[N:4]([CH2:10][CH2:11][CH3:12])[C:3](=[O:13])[C:2]=1[NH:1][C:34]([C:32]1[CH:31]=[N:30][N:29]([CH2:28][CH:24]2[CH2:25][C:26](=[O:27])[N:22]([C:16]3[CH:17]=[CH:18][C:19]([F:21])=[CH:20][C:15]=3[F:14])[CH2:23]2)[CH:33]=1)=[O:35]. The reactants are [NH2:1][C:2]1[C:3](=[O:13])[N:4]([CH2:10][CH2:11][CH3:12])[C:5](=[O:9])[NH:6][C:7]=1[NH2:8].[F:14][C:15]1[CH:20]=[C:19]([F:21])[CH:18]=[CH:17][C:16]=1[N:22]1[C:26](=[O:27])[CH2:25][CH:24]([CH2:28][N:29]2[CH:33]=[C:32]([C:34](O)=[O:35])[CH:31]=[N:30]2)[CH2:23]1.CCN=C=NCCCN(C)C.Cl. The catalyst is CO. The yield is 0.600. (4) The product is [C:15]([O:14][C:12]([N:10]1[CH2:11][CH:8]([C:3]2[C:2]([C:33]3[CH2:38][CH2:37][O:36][CH2:35][CH:34]=3)=[N:7][CH:6]=[CH:5][N:4]=2)[CH2:9]1)=[O:13])([CH3:18])([CH3:17])[CH3:16]. The catalyst is O1CCOCC1.O.C1C=CC(P(C2C=CC=CC=2)[C-]2C=CC=C2)=CC=1.C1C=CC(P(C2C=CC=CC=2)[C-]2C=CC=C2)=CC=1.Cl[Pd]Cl.[Fe+2]. The yield is 0.800. The reactants are Cl[C:2]1[C:3]([CH:8]2[CH2:11][N:10]([C:12]([O:14][C:15]([CH3:18])([CH3:17])[CH3:16])=[O:13])[CH2:9]2)=[N:4][CH:5]=[CH:6][N:7]=1.C([O-])([O-])=O.[Na+].[Na+].CC1(C)C(C)(C)OB([C:33]2[CH2:34][CH2:35][O:36][CH2:37][CH:38]=2)O1. (5) The reactants are [CH3:1][N:2]1[CH2:7][CH2:6][N:5]([C:8]2[CH:13]=[CH:12][C:11]([C:14]3[C:18]4[CH2:19][C:20]5[S:21][C:22]([C:25]6[CH:26]=[CH:27][C:28]([NH2:31])=[N:29][CH:30]=6)=[CH:23][C:24]=5[C:17]=4[N:16](COCC[Si](C)(C)C)[N:15]=3)=[CH:10][CH:9]=2)[CH2:4][CH2:3]1.[ClH:40]. The catalyst is CO. The product is [ClH:40].[CH3:1][N:2]1[CH2:7][CH2:6][N:5]([C:8]2[CH:9]=[CH:10][C:11]([C:14]3[C:18]4[CH2:19][C:20]5[S:21][C:22]([C:25]6[CH:26]=[CH:27][C:28]([NH2:31])=[N:29][CH:30]=6)=[CH:23][C:24]=5[C:17]=4[NH:16][N:15]=3)=[CH:12][CH:13]=2)[CH2:4][CH2:3]1. The yield is 0.490. (6) The reactants are [OH:1][C:2]1[C:3]([C:16](=[O:18])[CH3:17])=[CH:4][C:5]2[C:6]([CH3:15])([CH3:14])[CH2:7][CH2:8][C:9]([CH3:13])([CH3:12])[C:10]=2[CH:11]=1.Br[CH2:20][CH2:21][CH2:22][CH2:23][CH2:24][CH3:25]. The catalyst is CS(C)=O. The product is [CH2:20]([O:1][C:2]1[C:3]([C:16](=[O:18])[CH3:17])=[CH:4][C:5]2[C:6]([CH3:15])([CH3:14])[CH2:7][CH2:8][C:9]([CH3:12])([CH3:13])[C:10]=2[CH:11]=1)[CH2:21][CH2:22][CH2:23][CH2:24][CH3:25]. The yield is 1.00. (7) The reactants are [NH2:1][C:2]1[CH:13]=[CH:12][C:5]([O:6][CH2:7][C:8]([O:10][CH3:11])=[O:9])=[CH:4][CH:3]=1.Cl.Cl[C:16]1[CH:21]=[C:20]([C:22]2[CH:27]=[CH:26][CH:25]=[C:24]([Cl:28])[CH:23]=2)[N:19]=[C:18]2[CH2:29][CH2:30][CH2:31][C:17]=12. The catalyst is CO.ClCCl. The product is [Cl:28][C:24]1[CH:23]=[C:22]([C:20]2[N:19]=[C:18]3[CH2:29][CH2:30][CH2:31][C:17]3=[C:16]([NH:1][C:2]3[CH:3]=[CH:4][C:5]([O:6][CH2:7][C:8]([O:10][CH3:11])=[O:9])=[CH:12][CH:13]=3)[CH:21]=2)[CH:27]=[CH:26][CH:25]=1. The yield is 0.440. (8) The reactants are [Cl:1][C:2]1[N:10]=[C:9]([NH2:11])[N:8]=[C:7]2[C:3]=1[NH:4][CH:5]=[N:6]2.[NH2:12][C:13]1[CH:18]=[CH:17][C:16]([S:19]([NH2:22])(=[O:21])=[O:20])=[CH:15][CH:14]=1. No catalyst specified. The product is [ClH:1].[NH2:11][C:9]1[N:8]=[C:7]2[C:3]([NH:4][CH:5]=[N:6]2)=[C:2]([NH:12][C:13]2[CH:18]=[CH:17][C:16]([S:19]([NH2:22])(=[O:20])=[O:21])=[CH:15][CH:14]=2)[N:10]=1. The yield is 0.720. (9) The reactants are [Cl:1][C:2]1[N:3]=[C:4]([C:9]([NH:11][C@H:12]2[CH2:17][CH2:16][N:15]([C:18]3[S:19][C:20]4[C:26]([C:27]([O:29]CC)=[O:28])=[CH:25][CH:24]=[CH:23][C:21]=4[N:22]=3)[CH2:14][C@H:13]2[O:32][CH3:33])=[O:10])[NH:5][C:6]=1[CH2:7][CH3:8].[OH-].[Li+]. The catalyst is CO.ClCCl. The product is [Cl:1][C:2]1[N:3]=[C:4]([C:9]([NH:11][C@H:12]2[CH2:17][CH2:16][N:15]([C:18]3[S:19][C:20]4[C:26]([C:27]([OH:29])=[O:28])=[CH:25][CH:24]=[CH:23][C:21]=4[N:22]=3)[CH2:14][C@H:13]2[O:32][CH3:33])=[O:10])[NH:5][C:6]=1[CH2:7][CH3:8]. The yield is 0.840.